Dataset: Catalyst prediction with 721,799 reactions and 888 catalyst types from USPTO. Task: Predict which catalyst facilitates the given reaction. (1) Reactant: [CH2:1]1[C:9]2[C:4](=[CH:5][CH:6]=[CH:7][CH:8]=2)[CH2:3][CH:2]1[C:10]([OH:12])=O.O.O[N:15]1C2C=CC=CC=2N=N1.Cl.CN(C)CCCN=C=NCC.[CH3:36][C:37]1([C:43]2[CH:44]=[C:45]([NH:49][S:50]([CH3:53])(=[O:52])=[O:51])[CH:46]=[CH:47][CH:48]=2)[CH:42]2[CH:38]1[CH2:39][NH:40][CH2:41]2.C(N(CC)CC)C. Product: [NH3:15].[CH2:3]1[C:4]2[C:9](=[CH:8][CH:7]=[CH:6][CH:5]=2)[CH2:1][CH:2]1[C:10]([N:40]1[CH2:41][CH:42]2[CH:38]([C:37]2([C:43]2[CH:44]=[C:45]([NH:49][S:50]([CH3:53])(=[O:52])=[O:51])[CH:46]=[CH:47][CH:48]=2)[CH3:36])[CH2:39]1)=[O:12]. The catalyst class is: 9. (2) Reactant: [CH3:1][O:2][C:3]([C@@H:5]1[CH2:10][CH2:9][CH2:8][N:7]([C:11](=[O:29])[C@@H:12]([NH:14][C:15](=[O:28])[C@@H:16]([NH:20][C:21]([O:23]C(C)(C)C)=O)[CH:17]([CH3:19])[CH3:18])[CH3:13])[NH:6]1)=[O:4].[CH3:30][Si:31](OS(C(F)(F)F)(=O)=O)([CH3:33])[CH3:32].[CH:42](N(CC)C(C)C)(C)C.C(O[C@@H]([C:57]1[CH:66]=[CH:65][C:64]2[C:59](=[CH:60][C:61](/[CH:67]=[CH:68]/[C@:69]([CH3:81])([CH2:73][O:74][CH2:75]C[Si](C)(C)C)C(O)=O)=[CH:62][CH:63]=2)[N:58]=1)C)(=O)C.C[NH3+].F[P-](F)(F)(F)(F)F.N1(OC(N(C)C)=[N+](C)C)C2N=CC=CC=2N=N1.F[P-](F)(F)(F)(F)F.[C:115]([O:118][CH2:119][CH3:120])(=[O:117])[CH3:116]. Product: [CH3:1][O:2][C:3]([C@@H:5]1[CH2:10][CH2:9][CH2:8][N:7]([C:11](=[O:29])[C@@H:12]([NH:14][C:15](=[O:28])[C@@H:16]([NH:20][C:21](=[O:23])[C@@:69]([CH3:81])([CH2:73][O:74][CH2:75][CH2:30][Si:31]([CH3:33])([CH3:42])[CH3:32])/[CH:68]=[CH:67]/[C:61]2([C@H:119]([O:118][C:115](=[O:117])[CH3:116])[CH3:120])[CH:60]=[C:59]3[C:64]([CH:65]=[CH:66][CH:57]=[N:58]3)=[CH:63][CH2:62]2)[CH:17]([CH3:18])[CH3:19])[CH3:13])[NH:6]1)=[O:4]. The catalyst class is: 545. (3) Product: [CH:14]1([NH:13][C:11](=[O:12])[C:10]2[CH:17]=[CH:18][C:19]([CH3:20])=[C:8]([NH:7][C:3](=[O:5])[CH2:2][SH:1])[CH:9]=2)[CH2:15][CH2:16]1. The catalyst class is: 11. Reactant: [SH:1][CH2:2][C:3]([OH:5])=O.Cl.[NH2:7][C:8]1[CH:9]=[C:10]([CH:17]=[CH:18][C:19]=1[CH3:20])[C:11]([NH:13][CH:14]1[CH2:16][CH2:15]1)=[O:12].